Dataset: Reaction yield outcomes from USPTO patents with 853,638 reactions. Task: Predict the reaction yield, written as a fraction of the theoretical maximum amount of product (1.0 means a 100% yield; for example, 0.34 means a 34% yield). (1) The reactants are Br[C:2]1[C:3]([CH3:15])=[C:4]([O:13][CH3:14])[C:5]2[O:9][CH:8]([CH3:10])[CH2:7][C:6]=2[C:11]=1[CH3:12].[CH3:16][O:17][C:18]1[CH:23]=[CH:22][C:21]([N:24]2[CH2:29][CH2:28][NH:27][CH2:26][CH2:25]2)=[CH:20][CH:19]=1. No catalyst specified. The product is [CH3:16][O:17][C:18]1[CH:19]=[CH:20][C:21]([N:24]2[CH2:29][CH2:28][N:27]([C:2]3[C:3]([CH3:15])=[C:4]([O:13][CH3:14])[C:5]4[O:9][CH:8]([CH3:10])[CH2:7][C:6]=4[C:11]=3[CH3:12])[CH2:26][CH2:25]2)=[CH:22][CH:23]=1. The yield is 0.550. (2) The reactants are [CH2:1]([O:8][C:9]1[CH:10]=[C:11]([CH:16]=[C:17]([N:19]2[CH2:24][CH2:23][CH2:22][CH:21]([NH:25]C(OC(C)(C)C)=O)[CH2:20]2)[CH:18]=1)[C:12]([O:14][CH3:15])=[O:13])[C:2]1[CH:7]=[CH:6][CH:5]=[CH:4][CH:3]=1.FC(F)(F)C(O)=O.[Cl:40][C:41]1[CH:46]=[CH:45][C:44]([C:47]2[S:48][C:49]([C:53]([OH:55])=O)=[C:50]([CH3:52])[N:51]=2)=[CH:43][CH:42]=1.O.ON1C2C=CC=CC=2N=N1.CN1CCOCC1.Cl.CN(C)CCCN=C=NCC. The catalyst is ClCCl.C(OCC)(=O)C. The product is [CH2:1]([O:8][C:9]1[CH:10]=[C:11]([CH:16]=[C:17]([N:19]2[CH2:24][CH2:23][CH2:22][CH:21]([NH:25][C:53]([C:49]3[S:48][C:47]([C:44]4[CH:43]=[CH:42][C:41]([Cl:40])=[CH:46][CH:45]=4)=[N:51][C:50]=3[CH3:52])=[O:55])[CH2:20]2)[CH:18]=1)[C:12]([O:14][CH3:15])=[O:13])[C:2]1[CH:7]=[CH:6][CH:5]=[CH:4][CH:3]=1. The yield is 0.750. (3) The reactants are [F:1][C:2]1[CH:3]=[CH:4][C:5]([NH:8][NH2:9])=[N:6][CH:7]=1.[C:10](OC(OCC)OCC)(=O)C. The catalyst is C1CCCCC1. The product is [F:1][C:2]1[CH:3]=[CH:4][C:5]2[N:6]([CH:10]=[N:9][N:8]=2)[CH:7]=1. The yield is 0.700. (4) The reactants are [Li]CCCC.N(C(C)C)C(C)C.[CH:13]1([C:17]([O:19][CH2:20][CH3:21])=[O:18])[CH2:16][CH2:15][CH2:14]1.Br[CH2:23][CH2:24][CH2:25][CH2:26][Cl:27].[NH4+].[Cl-]. The catalyst is C1COCC1. The product is [Cl:27][CH2:26][CH2:25][CH2:24][CH2:23][C:13]1([C:17]([O:19][CH2:20][CH3:21])=[O:18])[CH2:16][CH2:15][CH2:14]1. The yield is 0.860. (5) The reactants are [CH:1]([C:4]1[N:8]=[C:7]([CH2:9][N:10]2[CH2:14][CH2:13][CH:12]([NH2:15])[CH2:11]2)[O:6][N:5]=1)([CH3:3])[CH3:2].Cl[C:17]1[N:22]=[CH:21][N:20]=[C:19]2[N:23]([C:26]3[CH:31]=[CH:30][C:29]([S:32]([CH3:35])(=[O:34])=[O:33])=[CH:28][C:27]=3[F:36])[N:24]=[CH:25][C:18]=12.C(=O)([O-])[O-].[K+].[K+].O. The catalyst is C1COCC1. The product is [F:36][C:27]1[CH:28]=[C:29]([S:32]([CH3:35])(=[O:33])=[O:34])[CH:30]=[CH:31][C:26]=1[N:23]1[C:19]2=[N:20][CH:21]=[N:22][C:17]([NH:15][CH:12]3[CH2:13][CH2:14][N:10]([CH2:9][C:7]4[O:6][N:5]=[C:4]([CH:1]([CH3:3])[CH3:2])[N:8]=4)[CH2:11]3)=[C:18]2[CH:25]=[N:24]1. The yield is 0.910. (6) The reactants are [CH3:1][N:2]1[C:6]([C:7]2[CH:12]=[CH:11][C:10]([NH:13][CH:14]=O)=[C:9]([O:16][CH3:17])[CH:8]=2)=[CH:5][N:4]=[C:3]1[CH3:18].[H-].[Na+].[CH3:21][N:22]1[CH:26]=[C:25]([C:27]2[C:32]3[N:33]=C(S(C)(=O)=O)[N:35]=[CH:36][C:31]=3[CH:30]=[CH:29][N:28]=2)[CH:24]=[N:23]1.[OH-].[Na+]. The catalyst is C1COCC1.CO. The product is [CH3:1][N:2]1[C:6]([C:7]2[CH:12]=[CH:11][C:10]([NH:13][C:14]3[N:35]=[CH:36][C:31]4[CH:30]=[CH:29][N:28]=[C:27]([C:25]5[CH:24]=[N:23][N:22]([CH3:21])[CH:26]=5)[C:32]=4[N:33]=3)=[C:9]([O:16][CH3:17])[CH:8]=2)=[CH:5][N:4]=[C:3]1[CH3:18]. The yield is 0.140. (7) The catalyst is C(#N)C. The reactants are Cl[CH2:2][CH2:3][CH2:4][S:5]([NH:8][C:9]1[CH:14]=[CH:13][C:12]([O:15][C:16]2[CH:21]=[CH:20][C:19]([CH2:22][CH3:23])=[CH:18][C:17]=2[O:24][CH3:25])=[C:11]([F:26])[CH:10]=1)(=[O:7])=[O:6].[NH:27]1[CH2:32][CH2:31][O:30][CH2:29][CH2:28]1.O. The product is [CH2:22]([C:19]1[CH:20]=[CH:21][C:16]([O:15][C:12]2[CH:13]=[CH:14][C:9]([NH:8][S:5]([CH2:4][CH2:3][CH2:2][N:27]3[CH2:32][CH2:31][O:30][CH2:29][CH2:28]3)(=[O:7])=[O:6])=[CH:10][C:11]=2[F:26])=[C:17]([O:24][CH3:25])[CH:18]=1)[CH3:23]. The yield is 0.360. (8) The reactants are [NH2:1][C:2]1[C:3]2[N:4]([C:8]([C@H:30]3[CH2:35][N:34](C(OCC4C=CC=CC=4)=O)[C@H:33]([CH2:46][O:47]C)[CH2:32][CH2:31]3)=[N:9][C:10]=2[C:11]2[CH:16]=[CH:15][C:14]([C:17](=[O:29])[NH:18][C:19]3[CH:24]=[C:23]([C:25]([F:28])([F:27])[F:26])[CH:22]=[CH:21][N:20]=3)=[CH:13][CH:12]=2)[CH:5]=[CH:6][N:7]=1.B(Br)(Br)Br. The catalyst is ClCCl. The product is [NH2:1][C:2]1[C:3]2[N:4]([C:8]([C@@H:30]3[CH2:31][CH2:32][C@@H:33]([CH2:46][OH:47])[NH:34][CH2:35]3)=[N:9][C:10]=2[C:11]2[CH:16]=[CH:15][C:14]([C:17]([NH:18][C:19]3[CH:24]=[C:23]([C:25]([F:27])([F:26])[F:28])[CH:22]=[CH:21][N:20]=3)=[O:29])=[CH:13][CH:12]=2)[CH:5]=[CH:6][N:7]=1. The yield is 0.930.